From a dataset of Full USPTO retrosynthesis dataset with 1.9M reactions from patents (1976-2016). Predict the reactants needed to synthesize the given product. (1) Given the product [NH2:6][C:5]1[CH:7]=[CH:8][C:2]([C:23]2[CH:22]=[N:21][C:20]([N:17]3[CH2:18][CH2:19][C:14]([CH2:12][CH3:13])([C:35]([O:37][CH2:38][CH3:39])=[O:36])[CH2:15][CH2:16]3)=[N:25][CH:24]=2)=[CH:3][C:4]=1[N+:9]([O-:11])=[O:10], predict the reactants needed to synthesize it. The reactants are: Br[C:2]1[CH:8]=[CH:7][C:5]([NH2:6])=[C:4]([N+:9]([O-:11])=[O:10])[CH:3]=1.[CH2:12]([C:14]1([C:35]([O:37][CH2:38][CH3:39])=[O:36])[CH2:19][CH2:18][N:17]([C:20]2[N:25]=[CH:24][C:23](B3OC(C)(C)C(C)(C)O3)=[CH:22][N:21]=2)[CH2:16][CH2:15]1)[CH3:13].P([O-])([O-])([O-])=O.[K+].[K+].[K+]. (2) Given the product [Cl:49][C:50]1[CH:51]=[C:52]([N:56]2[C:60]([CH2:61][NH:62][C:17](=[O:19])[CH:16]([C:13]3[CH:12]=[CH:11][C:10]([NH:9][C:1](=[O:8])[C:2]4[CH:3]=[CH:4][CH:5]=[CH:6][CH:7]=4)=[N:15][CH:14]=3)[CH3:20])=[CH:59][C:58]([C:63]([F:64])([F:65])[F:66])=[N:57]2)[CH:53]=[CH:54][CH:55]=1, predict the reactants needed to synthesize it. The reactants are: [C:1]([NH:9][C:10]1[N:15]=[CH:14][C:13]([CH:16]([CH3:20])[C:17]([OH:19])=O)=[CH:12][CH:11]=1)(=[O:8])[C:2]1[CH:7]=[CH:6][CH:5]=[CH:4][CH:3]=1.ON1C2C=CC=CC=2N=N1.C(N=C=NCCCN(C)C)C.C(N(CC)CC)C.[Cl:49][C:50]1[CH:51]=[C:52]([N:56]2[C:60]([CH2:61][NH2:62])=[CH:59][C:58]([C:63]([F:66])([F:65])[F:64])=[N:57]2)[CH:53]=[CH:54][CH:55]=1. (3) Given the product [C:39]([C:31]1[C:32]([O:34][CH2:35][CH2:36][O:37][CH3:38])=[CH:33][C:28]([NH:27][C:25]([N:16]2[C:17]3[C:12](=[CH:11][C:10]([CH2:9][OH:8])=[C:19]([CH:20]=[O:21])[N:18]=3)[CH2:13][CH2:14][CH2:15]2)=[O:26])=[N:29][CH:30]=1)#[N:40], predict the reactants needed to synthesize it. The reactants are: [Si]([O:8][CH2:9][C:10]1[CH:11]=[C:12]2[C:17](=[N:18][C:19]=1[CH:20](OC)[O:21]C)[N:16]([C:25]([NH:27][C:28]1[CH:33]=[C:32]([O:34][CH2:35][CH2:36][O:37][CH3:38])[C:31]([C:39]#[N:40])=[CH:30][N:29]=1)=[O:26])[CH2:15][CH2:14][CH2:13]2)(C(C)(C)C)(C)C.Cl.C([O-])(O)=O.[Na+]. (4) Given the product [Cl:20][C:4]1[N:3]=[C:2]([I:29])[N:10]=[C:9]2[C:5]=1[N:6]=[CH:7][N:8]2[CH2:11][C:12]1[CH:17]=[CH:16][C:15]([O:18][CH3:19])=[CH:14][CH:13]=1, predict the reactants needed to synthesize it. The reactants are: N[C:2]1[N:10]=[C:9]2[C:5]([N:6]=[CH:7][N:8]2[CH2:11][C:12]2[CH:17]=[CH:16][C:15]([O:18][CH3:19])=[CH:14][CH:13]=2)=[C:4]([Cl:20])[N:3]=1.N(OCCC(C)C)=O.[I:29]CI. (5) Given the product [C:24]1([CH2:23][O:22][C:20]2[CH:19]=[C:14]([CH:13]=[C:12]([O:11][C@@H:10]([CH3:30])[CH2:9][O:8][Si:1]([C:4]([CH3:7])([CH3:6])[CH3:5])([CH3:2])[CH3:3])[CH:21]=2)[C:15]([OH:17])=[O:16])[CH:29]=[CH:28][CH:27]=[CH:26][CH:25]=1, predict the reactants needed to synthesize it. The reactants are: [Si:1]([O:8][CH2:9][C@H:10]([CH3:30])[O:11][C:12]1[CH:13]=[C:14]([CH:19]=[C:20]([O:22][CH2:23][C:24]2[CH:29]=[CH:28][CH:27]=[CH:26][CH:25]=2)[CH:21]=1)[C:15]([O:17]C)=[O:16])([C:4]([CH3:7])([CH3:6])[CH3:5])([CH3:3])[CH3:2].O.O.[OH-].[Li+].C(O)(=O)CC(CC(O)=O)(C(O)=O)O. (6) The reactants are: [C:1]([C@@H:4]([NH:9][C:10]([C:12]1[CH:17]=[CH:16][C:15](Br)=[C:14]([O:19][C:20]2[CH:25]=[CH:24][C:23]([F:26])=[CH:22][CH:21]=2)[N:13]=1)=[O:11])[CH2:5][CH:6]([CH3:8])[CH3:7])(=[O:3])[NH2:2].[CH:27]1([B-](F)(F)F)[CH2:29][CH2:28]1.[K+]. Given the product [C:1]([C@@H:4]([NH:9][C:10]([C:12]1[CH:17]=[CH:16][C:15]([CH:27]2[CH2:29][CH2:28]2)=[C:14]([O:19][C:20]2[CH:25]=[CH:24][C:23]([F:26])=[CH:22][CH:21]=2)[N:13]=1)=[O:11])[CH2:5][CH:6]([CH3:8])[CH3:7])(=[O:3])[NH2:2], predict the reactants needed to synthesize it.